From a dataset of Full USPTO retrosynthesis dataset with 1.9M reactions from patents (1976-2016). Predict the reactants needed to synthesize the given product. Given the product [CH2:1]([O:4][C:5]1[CH:16]=[C:15]([NH2:17])[CH:14]=[CH:13][C:6]=1[C:7]([O:9][CH2:10][CH:11]=[CH2:12])=[O:8])[CH:2]=[CH2:3], predict the reactants needed to synthesize it. The reactants are: [CH2:1]([O:4][C:5]1[CH:16]=[C:15]([N+:17]([O-])=O)[CH:14]=[CH:13][C:6]=1[C:7]([O:9][CH2:10][CH:11]=[CH2:12])=[O:8])[CH:2]=[CH2:3].Cl[Sn]Cl.